This data is from Peptide-MHC class I binding affinity with 185,985 pairs from IEDB/IMGT. The task is: Regression. Given a peptide amino acid sequence and an MHC pseudo amino acid sequence, predict their binding affinity value. This is MHC class I binding data. The peptide sequence is SDFLELDTI. The binding affinity (normalized) is 0.854. The MHC is Patr-B2401 with pseudo-sequence Patr-B2401.